Dataset: Catalyst prediction with 721,799 reactions and 888 catalyst types from USPTO. Task: Predict which catalyst facilitates the given reaction. (1) Reactant: [NH2:1][C:2]1[C:3]([Br:8])=[N:4][CH:5]=[CH:6][CH:7]=1.CN(C=O)C.[H-].[Na+].Br[CH2:17][CH2:18][CH:19]=[CH2:20]. Product: [Br:8][C:3]1[C:2]([NH:1][CH2:20][CH2:19][CH:18]=[CH2:17])=[CH:7][CH:6]=[CH:5][N:4]=1. The catalyst class is: 6. (2) Reactant: C(Cl)(=O)C(Cl)=O.[CH2:7]([C:10]1[N:11]([CH2:23][CH2:24][CH2:25][CH2:26][C:27]([OH:29])=O)[C:12]2[C:21]3[CH:20]=[CH:19][CH:18]=[CH:17][C:16]=3[N:15]=[CH:14][C:13]=2[N:22]=1)[CH2:8][CH3:9].Cl.[CH3:31][NH:32][O:33][CH3:34].CN(C)C=O. Product: [CH3:34][O:33][N:32]([CH3:31])[C:27](=[O:29])[CH2:26][CH2:25][CH2:24][CH2:23][N:11]1[C:12]2[C:21]3[CH:20]=[CH:19][CH:18]=[CH:17][C:16]=3[N:15]=[CH:14][C:13]=2[N:22]=[C:10]1[CH2:7][CH2:8][CH3:9]. The catalyst class is: 4. (3) Reactant: [Br:1][C:2]1[C:10]2[N:9]=[CH:8][NH:7][C:6]=2[CH:5]=[C:4]([N+:11]([O-:13])=[O:12])[CH:3]=1.Br[CH2:15][C:16]1[CH:21]=[CH:20][CH:19]=[C:18]([C:22]([F:25])([F:24])[F:23])[C:17]=1[CH3:26].C(=O)([O-])[O-].[K+].[K+].O. Product: [Br:1][C:2]1[C:10]2[N:9]=[CH:8][N:7]([CH2:15][C:16]3[CH:21]=[CH:20][CH:19]=[C:18]([C:22]([F:23])([F:24])[F:25])[C:17]=3[CH3:26])[C:6]=2[CH:5]=[C:4]([N+:11]([O-:13])=[O:12])[CH:3]=1. The catalyst class is: 9. (4) Reactant: CS([C:5]1[N:9]=[C:8]([C:10]2[CH:15]=[CH:14][CH:13]=[CH:12][C:11]=2[Cl:16])[S:7][N:6]=1)(=O)=O.CS(C1N=C(C2C=CC=CC=2Cl)SN=1)=O.[CH2:32]([OH:36])[C:33]#[C:34][CH3:35].[H-].[Na+].[Cl-].[Na+]. Product: [Cl:16][C:11]1[CH:12]=[CH:13][CH:14]=[CH:15][C:10]=1[C:8]1[S:7][N:6]=[C:5]([O:36][CH2:32][C:33]#[C:34][CH3:35])[N:9]=1. The catalyst class is: 9.